Dataset: Catalyst prediction with 721,799 reactions and 888 catalyst types from USPTO. Task: Predict which catalyst facilitates the given reaction. (1) Reactant: Cl.[Cl:2][C:3]1[CH:4]=[C:5]2[C:9](=[CH:10][CH:11]=1)[NH:8][CH:7]=[C:6]2[CH2:12][CH2:13][NH2:14].[C:15]1([C:21]2[O:25][C:24]([C:26](Cl)=[O:27])=[N:23][N:22]=2)[CH:20]=[CH:19][CH:18]=[CH:17][CH:16]=1.C(N(CC)CC)C.C(OCC)(=O)C. Product: [Cl:2][C:3]1[CH:4]=[C:5]2[C:9](=[CH:10][CH:11]=1)[NH:8][CH:7]=[C:6]2[CH2:12][CH2:13][NH:14][C:26]([C:24]1[O:25][C:21]([C:15]2[CH:16]=[CH:17][CH:18]=[CH:19][CH:20]=2)=[N:22][N:23]=1)=[O:27]. The catalyst class is: 4. (2) Reactant: C(=O)([O-])[O-].[K+].[K+].Br[CH:8]([CH2:11][CH3:12])[CH2:9][CH3:10].[I-].[Na+].[O:15]=[S:16]1(=[O:33])[CH2:21][CH2:20][N:19]2[CH:22]=[CH:23][CH:24]=[C:25]([C:26]3[CH:31]=[CH:30][C:29]([OH:32])=[CH:28][CH:27]=3)[C:18]2=[N:17]1.[OH-].[Na+]. Product: [CH2:9]([CH:8]([O:32][C:29]1[CH:28]=[CH:27][C:26]([C:25]2[C:18]3=[N:17][S:16](=[O:33])(=[O:15])[CH2:21][CH2:20][N:19]3[CH:22]=[CH:23][CH:24]=2)=[CH:31][CH:30]=1)[CH2:11][CH3:12])[CH3:10]. The catalyst class is: 16. (3) Reactant: [CH2:1]([O:8][C:9]1[N:14]=[N:13][C:12]([CH2:15][CH2:16][C:17]2[CH:22]=[CH:21][C:20]([CH2:23][CH2:24]O)=[CH:19][CH:18]=2)=[CH:11][CH:10]=1)[C:2]1[CH:7]=[CH:6][CH:5]=[CH:4][CH:3]=1.S(Cl)([Cl:28])=O. Product: [CH2:1]([O:8][C:9]1[N:14]=[N:13][C:12]([CH2:15][CH2:16][C:17]2[CH:22]=[CH:21][C:20]([CH2:23][CH2:24][Cl:28])=[CH:19][CH:18]=2)=[CH:11][CH:10]=1)[C:2]1[CH:7]=[CH:6][CH:5]=[CH:4][CH:3]=1. The catalyst class is: 2. (4) Reactant: [CH3:1][O:2][C:3]([C:5]1[CH:6]=[CH:7][CH:8]=[C:9]2[C:14]=1[NH:13][CH:12]([C:15]1[CH:20]=[CH:19][CH:18]=[C:17](Br)[CH:16]=1)[CH2:11][C:10]2([CH3:23])[CH3:22])=[O:4].[CH3:24][N:25]1[CH2:30][CH2:29][NH:28][CH2:27][CH2:26]1.Cl.CN(C)CC(O)=O.C(=O)([O-])[O-].[K+].[K+]. Product: [CH3:1][O:2][C:3]([C:5]1[CH:6]=[CH:7][CH:8]=[C:9]2[C:14]=1[NH:13][CH:12]([C:15]1[CH:20]=[CH:19][CH:18]=[C:17]([N:28]3[CH2:29][CH2:30][N:25]([CH3:24])[CH2:26][CH2:27]3)[CH:16]=1)[CH2:11][C:10]2([CH3:23])[CH3:22])=[O:4]. The catalyst class is: 156. (5) Reactant: CC(C)([O-])C.[K+].[F:7][C:8]([F:12])([F:11])[CH2:9][OH:10].[N+]([C:16]1[CH:21]=[CH:20][N:19]=[C:18]([C:22]#[N:23])[CH:17]=1)([O-])=O.[Cl-].[NH4+]. Product: [F:7][C:8]([F:12])([F:11])[CH2:9][O:10][C:16]1[CH:21]=[CH:20][N:19]=[C:18]([C:22]#[N:23])[CH:17]=1. The catalyst class is: 7. (6) Reactant: [CH3:1][O:2][C:3]1[CH:26]=[CH:25][C:6]2[N:7](CC3C=CC(OC)=CC=3)[C:8](=[O:15])[C:9]3[CH:10]=[CH:11][CH:12]=[N:13][C:14]=3[C:5]=2[CH:4]=1.C1(OC)C=CC=CC=1.S(=O)(=O)(O)O.C(=O)(O)[O-].[Na+]. Product: [CH3:1][O:2][C:3]1[CH:26]=[CH:25][C:6]2[NH:7][C:8](=[O:15])[C:9]3[CH:10]=[CH:11][CH:12]=[N:13][C:14]=3[C:5]=2[CH:4]=1. The catalyst class is: 55. (7) Reactant: C1(C)C=CC(S(O)(=O)=[O:8])=CC=1.[Cl:12][C:13]1[CH:14]=[CH:15][C:16]([NH:19][C:20](=[O:48])[C:21]([NH:23][C@H:24]2[CH2:29][CH2:28][C@H:27]([C:30](=[O:34])[N:31]([CH3:33])[CH3:32])[CH2:26][C@H:25]2[NH:35][C:36]([C:38]2[S:39][C:40]3[CH2:41][N:42]([CH3:47])[CH2:43][CH2:44][C:45]=3[N:46]=2)=[O:37])=[O:22])=[N:17][CH:18]=1.O.[C:50]1([CH3:60])[CH:55]=[CH:54][C:53]([S:56]([OH:59])(=[O:58])=[O:57])=[CH:52][CH:51]=1. Product: [OH2:8].[C:50]1([CH3:60])[CH:51]=[CH:52][C:53]([S:56]([OH:59])(=[O:57])=[O:58])=[CH:54][CH:55]=1.[Cl:12][C:13]1[CH:14]=[CH:15][C:16]([NH:19][C:20](=[O:48])[C:21]([NH:23][C@H:24]2[CH2:29][CH2:28][C@H:27]([C:30](=[O:34])[N:31]([CH3:33])[CH3:32])[CH2:26][C@H:25]2[NH:35][C:36]([C:38]2[S:39][C:40]3[CH2:41][N:42]([CH3:47])[CH2:43][CH2:44][C:45]=3[N:46]=2)=[O:37])=[O:22])=[N:17][CH:18]=1. The catalyst class is: 8. (8) Reactant: [C:1]([C:9]1[O:10][C:11]2[C:17]([O:18]C)=[CH:16][CH:15]=[C:14]([C:20]([NH:22][C:23]3[C:28]([Cl:29])=[CH:27][CH:26]=[CH:25][C:24]=3[Cl:30])=[O:21])[C:12]=2[CH:13]=1)(=[O:8])[C:2]1[CH:7]=[CH:6][CH:5]=[CH:4][CH:3]=1.B(Br)(Br)Br.O. Product: [C:1]([C:9]1[O:10][C:11]2[C:17]([OH:18])=[CH:16][CH:15]=[C:14]([C:20]([NH:22][C:23]3[C:28]([Cl:29])=[CH:27][CH:26]=[CH:25][C:24]=3[Cl:30])=[O:21])[C:12]=2[CH:13]=1)(=[O:8])[C:2]1[CH:3]=[CH:4][CH:5]=[CH:6][CH:7]=1. The catalyst class is: 4. (9) Reactant: [O:1]1[C:5]2[CH:6]=[CH:7][CH:8]=[CH:9][C:4]=2[CH:3]=[C:2]1[C:10]1[N:19]=[C:18]([Cl:20])[C:17]2[C:12](=[CH:13][CH:14]=[CH:15][CH:16]=2)[N:11]=1.[CH2:21]([N:23]([CH2:28][CH3:29])[CH2:24][CH2:25][CH2:26][NH2:27])[CH3:22]. Product: [ClH:20].[ClH:20].[O:1]1[C:5]2[CH:6]=[CH:7][CH:8]=[CH:9][C:4]=2[CH:3]=[C:2]1[C:10]1[N:19]=[C:18]([NH:27][CH2:26][CH2:25][CH2:24][N:23]([CH2:28][CH3:29])[CH2:21][CH3:22])[C:17]2[C:12](=[CH:13][CH:14]=[CH:15][CH:16]=2)[N:11]=1. The catalyst class is: 12. (10) Reactant: [CH3:1][N:2]([CH3:14])[C:3]1[CH:11]=[C:10]([CH3:12])[C:6]([C:7]([NH2:9])=[O:8])=[C:5]([F:13])[CH:4]=1.CO[CH:17](OC)[N:18]([CH3:20])[CH3:19]. Product: [CH3:14][N:2]([CH3:1])[C:3]1[CH:11]=[C:10]([CH3:12])[C:6]([C:7](/[N:9]=[CH:17]/[N:18]([CH3:20])[CH3:19])=[O:8])=[C:5]([F:13])[CH:4]=1. The catalyst class is: 1.